This data is from Catalyst prediction with 721,799 reactions and 888 catalyst types from USPTO. The task is: Predict which catalyst facilitates the given reaction. (1) Reactant: [Br:1][C:2]1[CH:3]=[C:4]2[C:9](=[CH:10][CH:11]=1)[N:8]=[C:7](Cl)[C:6]([CH:13]=[O:14])=[CH:5]2.[CH3:15][O:16][C:17]1[CH:24]=[CH:23][C:20]([CH2:21][NH2:22])=[CH:19][CH:18]=1.Cl. Product: [CH3:15][O:16][C:17]1[CH:24]=[CH:23][C:20]([CH2:21][NH:22][C:7]2[C:6]([CH:13]=[O:14])=[CH:5][C:4]3[C:9](=[CH:10][CH:11]=[C:2]([Br:1])[CH:3]=3)[N:8]=2)=[CH:19][CH:18]=1. The catalyst class is: 14. (2) Reactant: C([N:5]1[C:34](=[O:35])[N:8]2[CH:9]=[C:10]([C:17]3[CH:18]=[C:19]([CH:31]=[CH:32][CH:33]=3)[C:20]([NH:22][CH2:23][CH2:24][C:25]3[CH:30]=[CH:29][CH:28]=[CH:27][CH:26]=3)=[O:21])[N:11]=[C:12]([NH:13][CH:14]([CH3:16])[CH3:15])[C:7]2=[N:6]1)(C)(C)C.B(Br)(Br)Br. Product: [CH:14]([NH:13][C:12]1[C:7]2[N:8]([C:34](=[O:35])[NH:5][N:6]=2)[CH:9]=[C:10]([C:17]2[CH:18]=[C:19]([CH:31]=[CH:32][CH:33]=2)[C:20]([NH:22][CH2:23][CH2:24][C:25]2[CH:30]=[CH:29][CH:28]=[CH:27][CH:26]=2)=[O:21])[N:11]=1)([CH3:16])[CH3:15]. The catalyst class is: 68.